Dataset: Forward reaction prediction with 1.9M reactions from USPTO patents (1976-2016). Task: Predict the product of the given reaction. (1) Given the reactants [N+:1]([C:4]1[CH:5]=[C:6]([C:16]2[CH:17]=[N:18][CH:19]=[CH:20][CH:21]=2)[CH:7]=[C:8]([N+:13]([O-])=O)[C:9]=1[S:10][C:11]#[N:12])([O-:3])=[O:2].N, predict the reaction product. The product is: [N+:1]([C:4]1[C:9]2[S:10][C:11]([NH2:12])=[N:13][C:8]=2[CH:7]=[C:6]([C:16]2[CH:17]=[N:18][CH:19]=[CH:20][CH:21]=2)[CH:5]=1)([O-:3])=[O:2]. (2) Given the reactants [OH-].[Li+].C([O:11][CH:12]([CH2:33][CH2:34][C:35]1[CH:40]=[CH:39][C:38]([C:41]2[CH:46]=[CH:45][CH:44]=[CH:43][CH:42]=2)=[CH:37][CH:36]=1)[CH:13]([C:26]([O:28][C:29]([CH3:32])([CH3:31])[CH3:30])=[O:27])[CH2:14][CH2:15][NH:16][C:17](=[O:25])[C:18]1[CH:23]=[CH:22][C:21]([F:24])=[CH:20][CH:19]=1)(=O)C1C=CC=CC=1.Cl, predict the reaction product. The product is: [C:38]1([C:41]2[CH:42]=[CH:43][CH:44]=[CH:45][CH:46]=2)[CH:39]=[CH:40][C:35]([CH2:34][CH2:33][CH:12]([OH:11])[CH:13]([CH2:14][CH2:15][NH:16][C:17](=[O:25])[C:18]2[CH:19]=[CH:20][C:21]([F:24])=[CH:22][CH:23]=2)[C:26]([O:28][C:29]([CH3:32])([CH3:30])[CH3:31])=[O:27])=[CH:36][CH:37]=1. (3) The product is: [C:27]([O:31][C:32]1[CH:33]=[CH:34][C:35]([C:36]([NH:26][C@H:23]2[CH2:22][CH2:21][C@H:20]([CH2:19][CH2:18][N:15]3[CH2:16][CH2:17][CH:12]([C:11]4[C:6]5[CH2:5][CH2:4][O:3][C:7]=5[CH:8]=[CH:9][CH:10]=4)[CH2:13][CH2:14]3)[CH2:25][CH2:24]2)=[O:37])=[CH:39][CH:40]=1)([CH3:30])([CH3:28])[CH3:29]. Given the reactants Cl.Cl.[O:3]1[C:7]2[CH:8]=[CH:9][CH:10]=[C:11]([CH:12]3[CH2:17][CH2:16][N:15]([CH2:18][CH2:19][C@H:20]4[CH2:25][CH2:24][C@H:23]([NH2:26])[CH2:22][CH2:21]4)[CH2:14][CH2:13]3)[C:6]=2[CH2:5][CH2:4]1.[C:27]([O:31][C:32]1[CH:40]=[CH:39][C:35]([C:36](O)=[O:37])=[CH:34][CH:33]=1)([CH3:30])([CH3:29])[CH3:28], predict the reaction product. (4) Given the reactants [OH:1][C:2]1[CH:11]=[C:10]2[C:5]([C:6]([O:12][C:13]3[CH:14]=[CH:15][C:16]([N:19]([C:28]4[CH:33]=[CH:32][CH:31]=[CH:30][CH:29]=4)[C:20]([C:22]4([C:25]([NH2:27])=[O:26])[CH2:24][CH2:23]4)=[O:21])=[N:17][CH:18]=3)=[CH:7][CH:8]=[N:9]2)=[CH:4][CH:3]=1.CS(O[CH2:39][CH2:40][CH2:41][N:42]1[CH2:48][CH:47]([OH:49])[C:44]2([CH2:46][CH2:45]2)[CH2:43]1)(=O)=O.C([O-])([O-])=O.[Cs+].[Cs+], predict the reaction product. The product is: [OH:49][CH:47]1[C:44]2([CH2:46][CH2:45]2)[CH2:43][N:42]([CH2:41][CH2:40][CH2:39][O:1][C:2]2[CH:11]=[C:10]3[C:5]([C:6]([O:12][C:13]4[CH:14]=[CH:15][C:16]([N:19]([C:28]5[CH:29]=[CH:30][CH:31]=[CH:32][CH:33]=5)[C:20]([C:22]5([C:25]([NH2:27])=[O:26])[CH2:24][CH2:23]5)=[O:21])=[N:17][CH:18]=4)=[CH:7][CH:8]=[N:9]3)=[CH:4][CH:3]=2)[CH2:48]1.